This data is from Retrosynthesis with 50K atom-mapped reactions and 10 reaction types from USPTO. The task is: Predict the reactants needed to synthesize the given product. (1) Given the product COc1ncnc(OC)c1N(Cc1cc[nH]n1)C(=O)CCl, predict the reactants needed to synthesize it. The reactants are: COc1ncnc(OC)c1NC(=O)CCl.ClCc1cc[nH]n1. (2) Given the product CCCCCCN1CC2C(C1)C2(C)c1ccc2[nH]c(C(F)(F)F)nc2c1, predict the reactants needed to synthesize it. The reactants are: CCCCCCN1CC2C(C1)C2(C)c1ccc(N)c(N)c1.O=C(O)C(F)(F)F.